From a dataset of TCR-epitope binding with 47,182 pairs between 192 epitopes and 23,139 TCRs. Binary Classification. Given a T-cell receptor sequence (or CDR3 region) and an epitope sequence, predict whether binding occurs between them. The epitope is HTTDPSFLGRY. The TCR CDR3 sequence is CASSQDIRDRLKTPFRETQYF. Result: 1 (the TCR binds to the epitope).